From a dataset of Catalyst prediction with 721,799 reactions and 888 catalyst types from USPTO. Predict which catalyst facilitates the given reaction. Reactant: [F:1][C:2]1[C:29]([NH:30][S:31]([CH2:34][CH2:35][CH3:36])(=[O:33])=[O:32])=[CH:28][CH:27]=[C:26]([F:37])[C:3]=1[C:4]([NH:6][C:7]1[CH:8]=[C:9]2[C:15](C)=[CH:14][N:13](S(C3C=CC=CC=3)(=O)=O)[C:10]2=[N:11][CH:12]=1)=[O:5].[C:38]([O-])([O-])=O.[K+].[K+]. Product: [F:1][C:2]1[C:29]([NH:30][S:31]([CH2:34][CH2:35][CH3:36])(=[O:33])=[O:32])=[CH:28][CH:27]=[C:26]([F:37])[C:3]=1[C:4]([NH:6][C:7]1[CH:8]=[C:9]2[CH:15]=[C:14]([CH3:38])[NH:13][C:10]2=[N:11][CH:12]=1)=[O:5]. The catalyst class is: 24.